Dataset: Catalyst prediction with 721,799 reactions and 888 catalyst types from USPTO. Task: Predict which catalyst facilitates the given reaction. (1) Reactant: C(O)(=O)C(O)=O.[CH2:7]([NH:9][NH2:10])[CH3:8].[O-]CC.[Na+].[CH:15]([CH:17]([CH2:23][C:24]([O:26][CH2:27][CH3:28])=[O:25])[C:18](OCC)=O)=[O:16]. Product: [CH2:7]([N:9]1[C:15]([OH:16])=[C:17]([CH2:23][C:24]([O:26][CH2:27][CH3:28])=[O:25])[CH:18]=[N:10]1)[CH3:8]. The catalyst class is: 8. (2) Reactant: [NH2:1][C:2]1[N:6]([C@@H:7]2[CH2:12][CH2:11][CH2:10][NH:9][CH2:8]2)[N:5]=[C:4]([C:13]2[CH:18]=[CH:17][C:16]([O:19][C:20]3[C:25]([F:26])=[CH:24][C:23]([Cl:27])=[CH:22][N:21]=3)=[CH:15][CH:14]=2)[C:3]=1[C:28]([NH2:30])=[O:29].F[P-](F)(F)(F)(F)F.N1(O[P+](N(C)C)(N(C)C)N(C)C)C2C=CC=CC=2N=N1.C(N(CC)C(C)C)(C)C.[OH:67][CH2:68]/[CH:69]=[CH:70]/[C:71](O)=[O:72]. Product: [NH2:1][C:2]1[N:6]([C@@H:7]2[CH2:12][CH2:11][CH2:10][N:9]([C:68](=[O:67])/[CH:69]=[CH:70]/[CH2:71][OH:72])[CH2:8]2)[N:5]=[C:4]([C:13]2[CH:18]=[CH:17][C:16]([O:19][C:20]3[C:25]([F:26])=[CH:24][C:23]([Cl:27])=[CH:22][N:21]=3)=[CH:15][CH:14]=2)[C:3]=1[C:28]([NH2:30])=[O:29]. The catalyst class is: 255. (3) Reactant: [CH3:1][O:2][C:3]1[CH:4]=[C:5]2[C:10](=[CH:11][C:12]=1[O:13][CH3:14])[N:9]=[CH:8][CH:7]=[C:6]2[O:15][C:16]1[C:22]([CH3:23])=[CH:21][C:19]([NH2:20])=[C:18]([CH3:24])[CH:17]=1.C1(C)C=CC=CC=1.C(N(CC)CC)C.Cl[C:40](Cl)([O:42][C:43](=[O:49])OC(Cl)(Cl)Cl)Cl.[F:51][C:52]([F:62])([F:61])[C:53]1[CH:60]=[CH:59][C:56](CO)=[CH:55][CH:54]=1. Product: [CH3:1][O:2][C:3]1[CH:4]=[C:5]2[C:10](=[CH:11][C:12]=1[O:13][CH3:14])[N:9]=[CH:8][CH:7]=[C:6]2[O:15][C:16]1[C:22]([CH3:23])=[CH:21][C:19]([NH:20][C:43](=[O:49])[O:42][CH2:40][C:56]2[CH:59]=[CH:60][C:53]([C:52]([F:62])([F:61])[F:51])=[CH:54][CH:55]=2)=[C:18]([CH3:24])[CH:17]=1. The catalyst class is: 2.